From a dataset of Forward reaction prediction with 1.9M reactions from USPTO patents (1976-2016). Predict the product of the given reaction. (1) Given the reactants [NH:1]1[C:9]2[C:4](=[CH:5][CH:6]=[CH:7][C:8]=2[C:10]([OH:12])=O)[CH:3]=[CH:2]1.CN(C(ON1N=NC2C=CC=CC1=2)=[N+](C)C)C.[B-](F)(F)(F)F.C(N(CC)C(C)C)(C)C.[C:44]([C:48]1[CH:65]=[CH:64][C:51]([CH2:52][NH:53][CH2:54][CH2:55][C:56]2[CH:61]=[CH:60][C:59]([F:62])=[C:58]([Cl:63])[CH:57]=2)=[CH:50][CH:49]=1)([CH3:47])([CH3:46])[CH3:45], predict the reaction product. The product is: [C:44]([C:48]1[CH:65]=[CH:64][C:51]([CH2:52][N:53]([CH2:54][CH2:55][C:56]2[CH:61]=[CH:60][C:59]([F:62])=[C:58]([Cl:63])[CH:57]=2)[C:10]([C:8]2[CH:7]=[CH:6][CH:5]=[C:4]3[C:9]=2[NH:1][CH:2]=[CH:3]3)=[O:12])=[CH:50][CH:49]=1)([CH3:47])([CH3:45])[CH3:46]. (2) Given the reactants [OH:1][N:2]1[C:6](=[O:7])[C:5]2=[CH:8][CH:9]=[CH:10][CH:11]=[C:4]2[C:3]1=[O:12].C1(P(C2C=CC=CC=2)C2C=CC=CC=2)C=CC=CC=1.[NH2:32][C:33]1[CH:34]=[C:35]([CH:38]=[CH:39][C:40]=1[O:41][CH2:42][CH2:43]O)[C:36]#[N:37].N(C(OCC)=O)=NC(OCC)=O, predict the reaction product. The product is: [NH2:32][C:33]1[CH:34]=[C:35]([CH:38]=[CH:39][C:40]=1[O:41][CH2:42][CH2:43][O:1][N:2]1[C:3](=[O:12])[C:4]2[C:5](=[CH:8][CH:9]=[CH:10][CH:11]=2)[C:6]1=[O:7])[C:36]#[N:37]. (3) Given the reactants [CH2:1]([C:3]1[C:11]([CH3:12])=[C:10]([O:13]C)[CH:9]=[CH:8][C:4]=1[C:5]([OH:7])=[O:6])[CH3:2].B(Br)(Br)Br, predict the reaction product. The product is: [CH2:1]([C:3]1[C:11]([CH3:12])=[C:10]([OH:13])[CH:9]=[CH:8][C:4]=1[C:5]([OH:7])=[O:6])[CH3:2].